This data is from Full USPTO retrosynthesis dataset with 1.9M reactions from patents (1976-2016). The task is: Predict the reactants needed to synthesize the given product. (1) Given the product [CH3:40][O:39][C@@H:12]1[C@@H:13]([CH2:29][S:30]([C:33]2[CH:34]=[CH:35][CH:36]=[CH:37][CH:38]=2)(=[O:31])=[O:32])[C@H:14]([CH2:16][C@@H:17]2[C:18](=[CH2:28])[C@H:19]([CH3:27])[CH2:20][C@H:21]([CH2:23][CH2:24][CH2:25][O:26][Si:58]([CH2:63][CH3:64])([CH2:61][CH3:62])[CH2:59][CH3:60])[O:22]2)[O:15][C@@H:11]1[CH2:10][C@@H:9]([CH2:41][O:42][Si:43]([CH3:45])([CH3:44])[C:46]([CH3:48])([CH3:47])[CH3:49])[O:8][Si:1]([CH3:3])([CH3:2])[C:4]([CH3:7])([CH3:6])[CH3:5], predict the reactants needed to synthesize it. The reactants are: [Si:1]([O:8][C@H:9]([CH2:41][O:42][Si:43]([C:46]([CH3:49])([CH3:48])[CH3:47])([CH3:45])[CH3:44])[CH2:10][C@H:11]1[O:15][C@@H:14]([CH2:16][C@H:17]2[O:22][C@@H:21]([CH2:23][CH2:24][CH2:25][OH:26])[CH2:20][C@@H:19]([CH3:27])[C:18]2=[CH2:28])[C@H:13]([CH2:29][S:30]([C:33]2[CH:38]=[CH:37][CH:36]=[CH:35][CH:34]=2)(=[O:32])=[O:31])[C@H:12]1[O:39][CH3:40])([C:4]([CH3:7])([CH3:6])[CH3:5])([CH3:3])[CH3:2].C(N(CC)CC)C.Cl[Si:58]([CH2:63][CH3:64])([CH2:61][CH3:62])[CH2:59][CH3:60]. (2) Given the product [NH:7]1[C:8]2[CH2:9][CH2:3][CH2:2][C:1](=[O:5])[C:13]=2[CH:12]=[CH:11][C:10]1=[O:14], predict the reactants needed to synthesize it. The reactants are: [C:1]([O:5]C)(=O)[C:2]#[CH:3].[NH2:7][C:8]1[CH2:13][CH2:12][CH2:11][C:10](=[O:14])[CH:9]=1.